This data is from Reaction yield outcomes from USPTO patents with 853,638 reactions. The task is: Predict the reaction yield, written as a fraction of the theoretical maximum amount of product (1.0 means a 100% yield; for example, 0.34 means a 34% yield). (1) The reactants are C([Li])CCC.[CH2:6]([NH:13][C:14]([C:16]1[CH:21]=[CH:20][N:19]=[CH:18][CH:17]=1)=[O:15])[C:7]1[CH:12]=[CH:11][CH:10]=[CH:9][CH:8]=1.[CH2:22]1[O:24][CH2:23]1.O. The catalyst is CCCCCC.C1COCC1.O1CCOCC1. The product is [CH2:6]([NH:13][C:14]([C:16]1[CH:21]=[CH:20][N:19]=[CH:18][C:17]=1[CH2:22][CH2:23][OH:24])=[O:15])[C:7]1[CH:8]=[CH:9][CH:10]=[CH:11][CH:12]=1. The yield is 0.240. (2) The reactants are [CH3:1][CH:2]([CH2:4][CH2:5][CH2:6][C@H:7]([C@@H:9]1[C@:26]2([CH3:27])[C@H:12]([C@H:13]3[C@H:23]([CH2:24][CH2:25]2)[C@:21]2([CH3:22])[C:16]([CH2:17][C@@H:18]([NH:28]CCCNC(=O)CCNC(=O)CCNC(=O)CCCCCNC4C=CC([N+]([O-])=O)=CC=4[N+]([O-])=O)[CH2:19][CH2:20]2)=[CH:15][CH2:14]3)[CH2:11][CH2:10]1)[CH3:8])[CH3:3].Br[CH2:64][CH2:65][CH2:66][CH2:67][C:68]([O:70][CH2:71][CH3:72])=[O:69].C([O-])([O-])=O.[K+].[K+].CC(OC(O[C:87]([O:89][C:90]([CH3:93])([CH3:92])[CH3:91])=[O:88])=O)(C)C.CCN(C(C)C)C(C)C. The product is [C:90]([O:89][C:87]([N:28]([C@H:18]1[CH2:19][CH2:20][C@@:21]2([CH3:22])[C:16](=[CH:15][CH2:14][C@@H:13]3[C@@H:23]2[CH2:24][CH2:25][C@@:26]2([CH3:27])[C@H:12]3[CH2:11][CH2:10][C@@H:9]2[C@H:7]([CH3:8])[CH2:6][CH2:5][CH2:4][CH:2]([CH3:3])[CH3:1])[CH2:17]1)[CH2:64][CH2:65][CH2:66][CH2:67][C:68]([O:70][CH2:71][CH3:72])=[O:69])=[O:88])([CH3:91])([CH3:92])[CH3:93]. The catalyst is CN(C=O)C. The yield is 0.680. (3) The reactants are [F:1][C:2]1[C:3]([C:8]2([CH2:12][NH:13][C:14]3[N:19]=[N:18][C:17]([C:20]4[CH:21]=[C:22]5[C:26](=[CH:27][CH:28]=4)[NH:25][N:24]=[C:23]5[NH:29][CH2:30][CH2:31][NH:32]C(=O)OCC4C=CC=CC=4)=[CH:16][CH:15]=3)[CH2:11][CH2:10][CH2:9]2)=[N:4][CH:5]=[CH:6][CH:7]=1.[Si](I)(C)(C)C. The catalyst is C(#N)C.CO. The product is [F:1][C:2]1[C:3]([C:8]2([CH2:12][NH:13][C:14]3[N:19]=[N:18][C:17]([C:20]4[CH:21]=[C:22]5[C:26](=[CH:27][CH:28]=4)[NH:25][N:24]=[C:23]5[NH:29][CH2:30][CH2:31][NH2:32])=[CH:16][CH:15]=3)[CH2:9][CH2:10][CH2:11]2)=[N:4][CH:5]=[CH:6][CH:7]=1. The yield is 0.880.